Dataset: NCI-60 drug combinations with 297,098 pairs across 59 cell lines. Task: Regression. Given two drug SMILES strings and cell line genomic features, predict the synergy score measuring deviation from expected non-interaction effect. (1) Drug 1: CC=C1C(=O)NC(C(=O)OC2CC(=O)NC(C(=O)NC(CSSCCC=C2)C(=O)N1)C(C)C)C(C)C. Drug 2: CC1=C(N=C(N=C1N)C(CC(=O)N)NCC(C(=O)N)N)C(=O)NC(C(C2=CN=CN2)OC3C(C(C(C(O3)CO)O)O)OC4C(C(C(C(O4)CO)O)OC(=O)N)O)C(=O)NC(C)C(C(C)C(=O)NC(C(C)O)C(=O)NCCC5=NC(=CS5)C6=NC(=CS6)C(=O)NCCC[S+](C)C)O. Cell line: NCI-H226. Synergy scores: CSS=27.1, Synergy_ZIP=0.350, Synergy_Bliss=2.01, Synergy_Loewe=2.67, Synergy_HSA=5.06. (2) Drug 1: CN1C2=C(C=C(C=C2)N(CCCl)CCCl)N=C1CCCC(=O)O.Cl. Drug 2: CC(C)NC(=O)C1=CC=C(C=C1)CNNC.Cl. Cell line: T-47D. Synergy scores: CSS=-1.98, Synergy_ZIP=2.62, Synergy_Bliss=2.60, Synergy_Loewe=2.35, Synergy_HSA=0.596.